From a dataset of Catalyst prediction with 721,799 reactions and 888 catalyst types from USPTO. Predict which catalyst facilitates the given reaction. (1) Reactant: [CH3:1][C:2]1[N:7]=[C:6]([C:8](=[N:10][OH:11])[NH2:9])[CH:5]=[C:4]([O:12][CH2:13][C:14]2[CH:19]=[CH:18][CH:17]=[CH:16][CH:15]=2)[N:3]=1.[C:20](N1C=CN=C1)(N1C=CN=C1)=[O:21].N12CCCN=C1CCCCC2.Cl. Product: [CH3:1][C:2]1[N:7]=[C:6]([C:8]2[NH:10][O:11][C:20](=[O:21])[N:9]=2)[CH:5]=[C:4]([O:12][CH2:13][C:14]2[CH:19]=[CH:18][CH:17]=[CH:16][CH:15]=2)[N:3]=1. The catalyst class is: 132. (2) Reactant: [ClH:1].[CH:2]([N:5]1[C:14]2[C:9](=[C:10]([CH3:15])[CH:11]=[CH:12][CH:13]=2)[CH:8]=[C:7]([C:16]([NH:18][CH2:19][CH:20]2[CH2:25][CH2:24][N:23]([CH:26]([CH3:30])[C:27]([OH:29])=O)[CH2:22][CH2:21]2)=[O:17])[C:6]1=[O:31])([CH3:4])[CH3:3].[NH:32]1[CH2:37][CH2:36][O:35][CH2:34][CH2:33]1.C(N(C(C)C)CC)(C)C.CN(C(ON1N=NC2C=CC=CC1=2)=[N+](C)C)C.F[P-](F)(F)(F)(F)F.C(=O)([O-])O.[Na+]. Product: [ClH:1].[CH:2]([N:5]1[C:14]2[C:9](=[C:10]([CH3:15])[CH:11]=[CH:12][CH:13]=2)[CH:8]=[C:7]([C:16]([NH:18][CH2:19][CH:20]2[CH2:21][CH2:22][N:23]([CH:26]([CH3:30])[C:27]([N:32]3[CH2:37][CH2:36][O:35][CH2:34][CH2:33]3)=[O:29])[CH2:24][CH2:25]2)=[O:17])[C:6]1=[O:31])([CH3:4])[CH3:3]. The catalyst class is: 4. (3) Reactant: CN(C=O)C.[CH3:6][O:7][C:8]1[CH:13]=[CH:12][CH:11]=[CH:10][C:9]=1[C:14]1([CH3:21])[NH:18][C:17](=[O:19])[NH:16][C:15]1=[O:20].C([O-])([O-])=O.[K+].[K+].Br[CH2:29][C:30]([C:32]1[CH:37]=[CH:36][CH:35]=[CH:34][CH:33]=1)=[O:31]. Product: [CH3:6][O:7][C:8]1[CH:13]=[CH:12][CH:11]=[CH:10][C:9]=1[C:14]1([CH3:21])[NH:18][C:17](=[O:19])[N:16]([CH2:29][C:30](=[O:31])[C:32]2[CH:37]=[CH:36][CH:35]=[CH:34][CH:33]=2)[C:15]1=[O:20]. The catalyst class is: 6. (4) Reactant: [O:1]1[C:5]2[CH:6]=[CH:7][CH:8]=[CH:9][C:4]=2[CH:3]=[C:2]1[C:10]1[N:14]2[N:15]=[C:16](Cl)[CH:17]=[CH:18][C:13]2=[N:12][CH:11]=1.C(O)(=O)C(O)=O.[NH2:26][CH2:27][CH:28]([OH:36])[CH2:29][N:30]1[CH2:35][CH2:34][O:33][CH2:32][CH2:31]1.C(=O)([O-])O.[Na+]. The catalyst class is: 51. Product: [O:1]1[C:5]2[CH:6]=[CH:7][CH:8]=[CH:9][C:4]=2[CH:3]=[C:2]1[C:10]1[N:14]2[N:15]=[C:16]([NH:26][CH2:27][CH:28]([OH:36])[CH2:29][N:30]3[CH2:31][CH2:32][O:33][CH2:34][CH2:35]3)[CH:17]=[CH:18][C:13]2=[N:12][CH:11]=1. (5) Reactant: Cl.C(N=C=NCCCN(C)C)C.[NH2:13][C@:14]1([C:37]2[C:38]([O:43][CH2:44][CH3:45])=[N:39][CH:40]=[CH:41][CH:42]=2)[C:22]2[C:17](=[CH:18][CH:19]=[C:20]([C:23]#[N:24])[CH:21]=2)[N:16]([S:25]([C:28]2[CH:33]=[CH:32][C:31]([O:34][CH3:35])=[CH:30][CH:29]=2)(=[O:27])=[O:26])[C:15]1=[O:36].[C:46]([O:50][C:51]([N:53]1[CH2:56][C:55]2([CH2:59][CH:58]([C:60](O)=[O:61])[CH2:57]2)[CH2:54]1)=[O:52])([CH3:49])([CH3:48])[CH3:47].CO.C(Cl)Cl. Product: [C:23]([C:20]1[CH:21]=[C:22]2[C:17](=[CH:18][CH:19]=1)[N:16]([S:25]([C:28]1[CH:29]=[CH:30][C:31]([O:34][CH3:35])=[CH:32][CH:33]=1)(=[O:27])=[O:26])[C:15](=[O:36])[C@@:14]2([NH:13][C:60]([CH:58]1[CH2:57][C:55]2([CH2:56][N:53]([C:51]([O:50][C:46]([CH3:48])([CH3:47])[CH3:49])=[O:52])[CH2:54]2)[CH2:59]1)=[O:61])[C:37]1[C:38]([O:43][CH2:44][CH3:45])=[N:39][CH:40]=[CH:41][CH:42]=1)#[N:24]. The catalyst class is: 228. (6) Reactant: [NH2:1][C:2]([CH2:25][OH:26])([CH2:9][CH2:10][C:11]1[CH:16]=[CH:15][C:14]([CH2:17][CH2:18][CH2:19][CH2:20][CH2:21][CH2:22][CH2:23][CH3:24])=[CH:13][CH:12]=1)[CH2:3][O:4][P:5](=[O:8])([OH:7])[OH:6].C(N([CH2:43][C:44]([OH:46])=O)CC(O)=O)CN(CC(O)=O)CC(O)=O.B(O)(O)O.Cl. Product: [OH:26][CH2:25][C:2]([N:1]1[CH2:12][C:11]2[C:43](=[CH:3][CH:2]=[CH:9][CH:10]=2)[C:44]1=[O:46])([CH2:9][CH2:10][C:11]1[CH:12]=[CH:13][C:14]([CH2:17][CH2:18][CH2:19][CH2:20][CH2:21][CH2:22][CH2:23][CH3:24])=[CH:15][CH:16]=1)[CH2:3][O:4][P:5](=[O:6])([OH:7])[OH:8]. The catalyst class is: 8. (7) Reactant: [Br:1][C:2]1[C:3]([CH2:8]Br)=[N:4][CH:5]=[CH:6][CH:7]=1.[F:10][C:11]1[CH:19]=[CH:18][C:14]([C:15]([NH2:17])=[O:16])=[CH:13][CH:12]=1.[H-].[Na+]. Product: [Br:1][C:2]1[C:3]([CH2:8][NH:17][C:15](=[O:16])[C:14]2[CH:18]=[CH:19][C:11]([F:10])=[CH:12][CH:13]=2)=[N:4][CH:5]=[CH:6][CH:7]=1. The catalyst class is: 683. (8) The catalyst class is: 80. Product: [Cl:11][C:8]1[C:4]([C:5]([OH:7])=[O:6])=[CH:3][C:2]([N:12]2[CH2:17][CH2:16][O:15][CH2:14][CH2:13]2)=[N:10][CH:9]=1. Reactant: Cl[C:2]1[CH:3]=[C:4]([C:8]([Cl:11])=[CH:9][N:10]=1)[C:5]([OH:7])=[O:6].[NH:12]1[CH2:17][CH2:16][O:15][CH2:14][CH2:13]1. (9) Reactant: [Cl:1][C:2]1[C:3]([CH2:11][CH3:12])=[C:4]([NH2:10])[C:5]([CH2:8][CH3:9])=[CH:6][CH:7]=1.[N+:13]([O-])([OH:15])=[O:14]. Product: [Cl:1][C:2]1[C:3]([CH2:11][CH3:12])=[C:4]([NH2:10])[C:5]([CH2:8][CH3:9])=[C:6]([N+:13]([O-:15])=[O:14])[CH:7]=1. The catalyst class is: 82. (10) Reactant: [F:1][C:2]1[CH:7]=[CH:6][C:5]([CH2:8][C:9]#[N:10])=[CH:4][C:3]=1[O:11][CH2:12][C:13]([F:16])([F:15])[F:14].[NH4+].[OH-]. Product: [F:1][C:2]1[CH:7]=[CH:6][C:5]([CH2:8][CH2:9][NH2:10])=[CH:4][C:3]=1[O:11][CH2:12][C:13]([F:14])([F:16])[F:15]. The catalyst class is: 7.